From a dataset of Reaction yield outcomes from USPTO patents with 853,638 reactions. Predict the reaction yield, written as a fraction of the theoretical maximum amount of product (1.0 means a 100% yield; for example, 0.34 means a 34% yield). The reactants are [CH3:1][O:2]S([O-])(=O)=O.C[S+](C)C.[OH-].[Na+].[CH3:13][C:14]1[CH:15]=[C:16]([CH:19]=[CH:20][C:21]=1[CH3:22])[CH:17]=O.C(Cl)Cl. The catalyst is O.[Br-].C([N+](CCCC)(CCCC)CCCC)CCC.[Cl-].[Na+].O.C(OCC)C. The product is [CH3:13][C:14]1[CH:15]=[C:16]([CH:17]2[CH2:1][O:2]2)[CH:19]=[CH:20][C:21]=1[CH3:22]. The yield is 0.780.